Dataset: Reaction yield outcomes from USPTO patents with 853,638 reactions. Task: Predict the reaction yield, written as a fraction of the theoretical maximum amount of product (1.0 means a 100% yield; for example, 0.34 means a 34% yield). (1) The reactants are [CH:1]1([CH2:6][C@H:7]([N:24]2[CH2:32][C:31]3[C:26](=[CH:27][CH:28]=[CH:29][C:30]=3[C:33]([F:36])([F:35])[F:34])[C:25]2=[O:37])[C:8]([NH:10][C:11]2[CH:16]=[N:15][C:14]([C@H:17]3[CH2:21][O:20]C(C)(C)[O:18]3)=[CH:13][N:12]=2)=[O:9])[CH2:5][CH2:4][CH2:3][CH2:2]1.Cl.C(=O)(O)[O-].[Na+]. The catalyst is O1CCCC1. The product is [CH:1]1([CH2:6][C@H:7]([N:24]2[CH2:32][C:31]3[C:26](=[CH:27][CH:28]=[CH:29][C:30]=3[C:33]([F:35])([F:36])[F:34])[C:25]2=[O:37])[C:8]([NH:10][C:11]2[CH:16]=[N:15][C:14]([C@H:17]([OH:18])[CH2:21][OH:20])=[CH:13][N:12]=2)=[O:9])[CH2:2][CH2:3][CH2:4][CH2:5]1. The yield is 0.720. (2) The reactants are S(=O)(=O)(O)O.[CH3:6][C:7]1[N:12]=[C:11]([C:13]([OH:15])=[O:14])[CH:10]=[CH:9][CH:8]=1.[C:16](=O)([O-])[O-].[Na+].[Na+]. The catalyst is CO. The product is [CH3:6][C:7]1[N:12]=[C:11]([C:13]([O:15][CH3:16])=[O:14])[CH:10]=[CH:9][CH:8]=1. The yield is 0.880. (3) The catalyst is ClCCl. The yield is 0.568. The reactants are [Cl:1][C:2]1[N:7]=[N:6][C:5]([O:8][C:9]2[C:14]([CH3:15])=[CH:13][CH:12]=[CH:11][C:10]=2[CH3:16])=[C:4]([O:17][CH3:18])[CH:3]=1.ClC1C=CC=C(C(OO)=[O:27])C=1. The product is [Cl:1][C:2]1[N+:7]([O-:27])=[N:6][C:5]([O:8][C:9]2[C:14]([CH3:15])=[CH:13][CH:12]=[CH:11][C:10]=2[CH3:16])=[C:4]([O:17][CH3:18])[CH:3]=1. (4) The reactants are Br[C:2]1[CH:3]=[CH:4][C:5]([O:14][CH3:15])=[C:6]([CH:13]=1)[O:7][C@@H:8]1[CH2:12][CH2:11][O:10][CH2:9]1.C([Li])CCC.C[O:22][B:23](OC)[O:24]C. The catalyst is C1COCC1. The product is [CH3:15][O:14][C:5]1[CH:4]=[CH:3][C:2]([B:23]([OH:24])[OH:22])=[CH:13][C:6]=1[O:7][C@@H:8]1[CH2:12][CH2:11][O:10][CH2:9]1. The yield is 0.870. (5) The reactants are [CH3:1][O:2][C:3](=[O:33])[NH:4][CH:5]([C:9]([N:11]1[CH2:15][CH:14]([O:16][CH2:17][CH2:18][O:19][CH3:20])[CH2:13][CH:12]1[C:21]1[NH:22][C:23]([C:26]2[CH:31]=[CH:30][C:29](Br)=[CH:28][CH:27]=2)=[CH:24][N:25]=1)=[O:10])[CH:6]([CH3:8])[CH3:7].B1(B2OC(C)(C)C(C)(C)O2)OC(C)(C)C(C)(C)O1.C([O-])(=O)C.[K+].[CH3:57][O:58][C:59](=[O:90])[NH:60][CH:61]([C:65]([N:67]1[CH:73]([C:74]2[NH:75][C:76]([C:79]3[CH:88]=[CH:87][C:86]4[C:81](=[CH:82][CH:83]=[C:84](Br)[CH:85]=4)[CH:80]=3)=[CH:77][N:78]=2)[CH2:72][C:69]2([CH2:71][CH2:70]2)[CH2:68]1)=[O:66])[CH:62]([CH3:64])[CH3:63]. The catalyst is O1CCOCC1.P([O-])([O-])([O-])=O.[K+].[K+].[K+].C1C=CC(P(C2C=CC=CC=2)[C-]2C=CC=C2)=CC=1.C1C=CC(P(C2C=CC=CC=2)[C-]2C=CC=C2)=CC=1.Cl[Pd]Cl.[Fe+2]. The product is [CH3:57][O:58][C:59](=[O:90])[NH:60][CH:61]([C:65]([N:67]1[CH:73]([C:74]2[N:75]=[C:76]([C:79]3[CH:88]=[CH:87][C:86]4[C:81](=[CH:82][CH:83]=[C:84]([C:29]5[CH:28]=[CH:27][C:26]([C:23]6[NH:22][C:21]([CH:12]7[CH2:13][CH:14]([O:16][CH2:17][CH2:18][O:19][CH3:20])[CH2:15][N:11]7[C:9](=[O:10])[CH:5]([NH:4][C:3]([O:2][CH3:1])=[O:33])[CH:6]([CH3:8])[CH3:7])=[N:25][CH:24]=6)=[CH:31][CH:30]=5)[CH:85]=4)[CH:80]=3)[CH2:77][N:78]=2)[CH2:72][C:69]2([CH2:71][CH2:70]2)[CH2:68]1)=[O:66])[CH:62]([CH3:64])[CH3:63]. The yield is 0.410.